Dataset: Full USPTO retrosynthesis dataset with 1.9M reactions from patents (1976-2016). Task: Predict the reactants needed to synthesize the given product. Given the product [Cl:8][C:9]1[CH:14]=[CH:13][C:12](/[C:15](=[CH:6]/[C:2]2[NH:1][CH:5]=[CH:4][CH:3]=2)/[C:16]#[N:17])=[CH:11][CH:10]=1, predict the reactants needed to synthesize it. The reactants are: [NH:1]1[CH:5]=[CH:4][CH:3]=[C:2]1[CH:6]=O.[Cl:8][C:9]1[CH:14]=[CH:13][C:12]([CH2:15][C:16]#[N:17])=[CH:11][CH:10]=1.